The task is: Predict the reactants needed to synthesize the given product.. This data is from Full USPTO retrosynthesis dataset with 1.9M reactions from patents (1976-2016). (1) Given the product [OH:24][CH:25]1[CH2:29][CH2:28][N:27]([C:2]2[N:7]3[C:8]4[CH:14]=[CH:13][CH:12]=[N:11][C:9]=4[N:10]=[C:6]3[C:5]([C:15]#[N:16])=[C:4]([CH3:17])[C:3]=2[C:18]2[CH:23]=[CH:22][CH:21]=[CH:20][CH:19]=2)[CH2:26]1, predict the reactants needed to synthesize it. The reactants are: Cl[C:2]1[N:7]2[C:8]3[CH:14]=[CH:13][CH:12]=[N:11][C:9]=3[N:10]=[C:6]2[C:5]([C:15]#[N:16])=[C:4]([CH3:17])[C:3]=1[C:18]1[CH:23]=[CH:22][CH:21]=[CH:20][CH:19]=1.[OH:24][CH:25]1[CH2:29][CH2:28][NH:27][CH2:26]1.C(N(CC)CC)C. (2) Given the product [NH2:15][C:16]1[CH:17]=[N:18][CH:19]=[CH:20][C:21]=1[C@H:22]1[CH2:27][C@@H:26]([NH:28][C:29](=[O:35])[O:30][C:31]([CH3:34])([CH3:33])[CH3:32])[C@@H:25]([N:36]=[N+:37]=[N-:38])[C@@H:24]([CH3:39])[CH2:23]1, predict the reactants needed to synthesize it. The reactants are: Cl.O1CCOCC1.C(OC([NH:15][C:16]1[CH:17]=[N:18][CH:19]=[CH:20][C:21]=1[C@H:22]1[CH2:27][C@@H:26]([NH:28][C:29](=[O:35])[O:30][C:31]([CH3:34])([CH3:33])[CH3:32])[C@@H:25]([N:36]=[N+:37]=[N-:38])[C@@H:24]([CH3:39])[CH2:23]1)=O)(C)(C)C.CC(OC(OC(OC(C)(C)C)=O)=O)(C)C.